This data is from Reaction yield outcomes from USPTO patents with 853,638 reactions. The task is: Predict the reaction yield, written as a fraction of the theoretical maximum amount of product (1.0 means a 100% yield; for example, 0.34 means a 34% yield). (1) The reactants are C(N([P:8]([N:12]([CH:16]([CH3:18])[CH3:17])[CH:13]([CH3:15])[CH3:14])(Cl)([O-:10])[O-:9])C(C)C)(C)C.[C:19]([NH:24][C:25]1[NH:26][C:27](=[O:65])[C:28]2[N:29]=[CH:30][N:31]([C:63]=2[N:64]=1)[C@@H:32]1[O:62][C@H:36]([CH2:37][O:38][C:39]([C:56]2[CH:61]=[CH:60][CH:59]=[CH:58][CH:57]=2)([C:48]2[CH:53]=[CH:52][C:51]([O:54][CH3:55])=[CH:50][CH:49]=2)[C:40]2[CH:45]=[CH:44][C:43]([O:46][CH3:47])=[CH:42][CH:41]=2)[C@@H:34]([OH:35])[CH2:33]1)(=[O:23])[CH:20]([CH3:22])[CH3:21].C(N(C(C)C)C(C)C)C.[C:75]([O:78][C@@H:79]1[C@@H:89]([O:90][C:91](=[O:93])[CH3:92])[C@H:88]([O:94][C:95](=[O:97])[CH3:96])[C@@H:87]([CH2:98][O:99][C:100](=[O:102])[CH3:101])[O:86][C@H:80]1[O:81][CH2:82][CH2:83][CH2:84]O)(=[O:77])[CH3:76].N1C=NN=N1. The catalyst is ClCCl. The product is [C:19]([NH:24][C:25]1[NH:26][C:27](=[O:65])[C:28]2[N:29]=[CH:30][N:31]([C:63]=2[N:64]=1)[C@@H:32]1[O:62][C@H:36]([CH2:37][O:38][C:39]([C:56]2[CH:61]=[CH:60][CH:59]=[CH:58][CH:57]=2)([C:48]2[CH:53]=[CH:52][C:51]([O:54][CH3:55])=[CH:50][CH:49]=2)[C:40]2[CH:41]=[CH:42][C:43]([O:46][CH3:47])=[CH:44][CH:45]=2)[C@@H:34]([O:35][P:8]([N:12]([CH:13]([CH3:14])[CH3:15])[CH:16]([CH3:17])[CH3:18])([O:9][CH2:84][CH2:83][CH2:82][O:81][C@@H:80]2[O:86][C@H:87]([CH2:98][O:99][C:100](=[O:102])[CH3:101])[C@@H:88]([O:94][C:95](=[O:97])[CH3:96])[C@H:89]([O:90][C:91](=[O:93])[CH3:92])[C@H:79]2[O:78][C:75](=[O:77])[CH3:76])=[O:10])[CH2:33]1)(=[O:23])[CH:20]([CH3:22])[CH3:21]. The yield is 0.545. (2) The reactants are [C:1]([O:9][C@H:10]1[CH2:15][CH2:14][C@H:13]([OH:16])[CH2:12][C@@H:11]1[C:17]1[N:21]([CH2:22][O:23][CH2:24][CH2:25][O:26][CH3:27])[N:20]=[CH:19][CH:18]=1)(=[O:8])[C:2]1[CH:7]=[CH:6][CH:5]=[CH:4][CH:3]=1.CC(OI1(OC(C)=O)(OC(C)=O)OC(=O)C2C=CC=CC1=2)=O. The catalyst is ClCCl. The product is [C:1]([O:9][C@H:10]1[CH2:15][CH2:14][C:13](=[O:16])[CH2:12][C@@H:11]1[C:17]1[N:21]([CH2:22][O:23][CH2:24][CH2:25][O:26][CH3:27])[N:20]=[CH:19][CH:18]=1)(=[O:8])[C:2]1[CH:3]=[CH:4][CH:5]=[CH:6][CH:7]=1. The yield is 0.830. (3) The reactants are [CH:1]12[NH:8][CH:5]([CH2:6][CH2:7]1)[CH2:4][CH:3]([C:9]1[N:14]3[N:15]=[C:16]([C:18]4[CH:23]=[CH:22][N:21]=[CH:20][CH:19]=4)[CH:17]=[C:13]3[N:12]=[CH:11][CH:10]=1)[CH2:2]2.[F:24][C:25]([F:36])([F:35])[C:26](O[C:26](=[O:27])[C:25]([F:36])([F:35])[F:24])=[O:27].C(N(CC)CC)C. No catalyst specified. The product is [F:24][C:25]([F:36])([F:35])[C:26]([N:8]1[CH:1]2[CH2:7][CH2:6][CH:5]1[CH2:4][CH:3]([C:9]1[N:14]3[N:15]=[C:16]([C:18]4[CH:19]=[CH:20][N:21]=[CH:22][CH:23]=4)[CH:17]=[C:13]3[N:12]=[CH:11][CH:10]=1)[CH2:2]2)=[O:27]. The yield is 0.510. (4) The reactants are [C:1]([N:8]1[CH2:13][CH2:12][C:11](=O)[CH2:10][CH2:9]1)([O:3][C:4]([CH3:7])([CH3:6])[CH3:5])=[O:2].[N:15]1[C:24]2[CH:23]([NH2:25])[CH2:22][CH2:21][CH2:20][C:19]=2[CH:18]=[CH:17][CH:16]=1.C(O[BH-](OC(=O)C)OC(=O)C)(=O)C.[Na+].C(O)(=O)C. The catalyst is C1COCC1. The product is [C:4]([O:3][C:1]([N:8]1[CH2:13][CH2:12][CH:11]([NH:25][CH:23]2[C:24]3[N:15]=[CH:16][CH:17]=[CH:18][C:19]=3[CH2:20][CH2:21][CH2:22]2)[CH2:10][CH2:9]1)=[O:2])([CH3:7])([CH3:6])[CH3:5]. The yield is 0.980. (5) The reactants are [Br:1][C:2]1[CH:7]=[CH:6][C:5]([CH:8]=[CH2:9])=[C:4](C)[CH:3]=1.BrC1C=CC(I)=[C:14]([O:19]CC)[CH:13]=1.C[Si](C)(C)C=C. No catalyst specified. The product is [Br:1][C:2]1[CH:7]=[CH:6][C:5]([CH:8]=[CH2:9])=[C:4]([O:19][CH2:14][CH3:13])[CH:3]=1. The yield is 0.880. (6) The reactants are FC(F)(F)S(O[C:7]1[CH:12]=[CH:11][C:10]([N:13]2[C:18]3=[N:19][C:20]4[C:25]([Cl:26])=[CH:24][CH:23]=[C:22]([CH:27]([O:32][CH:33]([F:35])[F:34])[C:28]([F:31])([F:30])[F:29])[C:21]=4[N:17]3[CH2:16][CH2:15][CH2:14]2)=[C:9]([CH3:36])[N:8]=1)(=O)=O.[CH:39]1([NH2:42])[CH2:41][CH2:40]1. No catalyst specified. The product is [Cl:26][C:25]1[C:20]2[N:19]=[C:18]3[N:13]([C:10]4[CH:11]=[CH:12][C:7]([NH:42][CH:39]5[CH2:41][CH2:40]5)=[N:8][C:9]=4[CH3:36])[CH2:14][CH2:15][CH2:16][N:17]3[C:21]=2[C:22]([CH:27]([O:32][CH:33]([F:35])[F:34])[C:28]([F:29])([F:30])[F:31])=[CH:23][CH:24]=1. The yield is 0.420. (7) The product is [C:15]1([C:20]2[CH:21]=[CH:22][CH:23]=[CH:24][CH:25]=2)[CH:16]=[CH:17][CH:18]=[CH:19][C:14]=1[NH:13]/[C:3](=[C:2](/[NH:13][C:14]1[CH:19]=[CH:18][CH:17]=[CH:16][C:15]=1[C:20]1[CH:21]=[CH:22][CH:23]=[CH:24][CH:25]=1)\[C:9]([O:11][CH3:12])=[O:10])/[C:4]([O:6][CH3:7])=[O:5]. The yield is 0.750. The catalyst is CO. The reactants are O/[C:2](/[C:9]([O:11][CH3:12])=[O:10])=[C:3](/O)\[C:4]([O:6][CH3:7])=[O:5].[NH2:13][C:14]1[CH:19]=[CH:18][CH:17]=[CH:16][C:15]=1[C:20]1[CH:25]=[CH:24][CH:23]=[CH:22][CH:21]=1.Cl.